From a dataset of Peptide-MHC class II binding affinity with 134,281 pairs from IEDB. Regression. Given a peptide amino acid sequence and an MHC pseudo amino acid sequence, predict their binding affinity value. This is MHC class II binding data. (1) The peptide sequence is TEAEDVIPEGWKADTSYESK. The MHC is HLA-DPA10201-DPB10501 with pseudo-sequence HLA-DPA10201-DPB10501. The binding affinity (normalized) is 0.160. (2) The peptide sequence is LTKRQDKLCGSLIGM. The binding affinity (normalized) is 0.473. The MHC is HLA-DQA10102-DQB10501 with pseudo-sequence HLA-DQA10102-DQB10501. (3) The peptide sequence is MNFDIPEEIKQLQQF. The MHC is DRB1_0101 with pseudo-sequence DRB1_0101. The binding affinity (normalized) is 0.182. (4) The peptide sequence is CKKYFAATQFEPLAA. The MHC is DRB1_0701 with pseudo-sequence DRB1_0701. The binding affinity (normalized) is 0.749.